This data is from Forward reaction prediction with 1.9M reactions from USPTO patents (1976-2016). The task is: Predict the product of the given reaction. Given the reactants [S:1]1[C:5]2[CH:6]=[CH:7][CH:8]=[CH:9][C:4]=2[C:3]([C:10](=[O:16])[CH2:11][CH2:12][C:13]([OH:15])=O)=[CH:2]1.[BH4-].[Na+].Cl.C1(C)C=CC(S(O)(=O)=O)=CC=1, predict the reaction product. The product is: [S:1]1[C:5]2[CH:6]=[CH:7][CH:8]=[CH:9][C:4]=2[C:3]([CH:10]2[O:16][C:13](=[O:15])[CH2:12][CH2:11]2)=[CH:2]1.